This data is from Full USPTO retrosynthesis dataset with 1.9M reactions from patents (1976-2016). The task is: Predict the reactants needed to synthesize the given product. (1) Given the product [F:1][C:2]1[C:3]([NH:28][CH:29]([C:33]([CH3:36])([CH3:34])[CH3:35])[CH2:30][CH:61]=[CH:44][C:45]([O:47][CH3:48])=[O:46])=[N:4][C:5]([C:8]2[C:16]3[C:11](=[N:12][CH:13]=[C:14]([F:17])[CH:15]=3)[N:10]([S:18]([C:21]3[CH:22]=[CH:23][C:24]([CH3:25])=[CH:26][CH:27]=3)(=[O:19])=[O:20])[CH:9]=2)=[N:6][CH:7]=1, predict the reactants needed to synthesize it. The reactants are: [F:1][C:2]1[C:3]([NH:28][CH:29]([C:33]([CH3:36])([CH3:35])[CH3:34])[CH2:30]C=O)=[N:4][C:5]([C:8]2[C:16]3[C:11](=[N:12][CH:13]=[C:14]([F:17])[CH:15]=3)[N:10]([S:18]([C:21]3[CH:27]=[CH:26][C:24]([CH3:25])=[CH:23][CH:22]=3)(=[O:20])=[O:19])[CH:9]=2)=[N:6][CH:7]=1.C1(P(C2C=CC=CC=2)(C2C=CC=CC=2)=[CH:44][C:45]([O:47][CH3:48])=[O:46])C=CC=CC=1.[C:61]1(C)C=CC=CC=1. (2) Given the product [F:34][C:31]([F:32])([F:33])[CH2:30][CH2:29][C:28]([N:25]1[CH2:26][CH:27]=[C:22]([C:18]2[C:17]3[N:16]([N:15]=[C:14]([NH:13][C:11]4[CH:10]=[N:9][N:8]([CH2:7][C:6]([OH:37])=[O:5])[CH:12]=4)[N:36]=3)[CH:21]=[CH:20][CH:19]=2)[CH2:23][CH2:24]1)=[O:35], predict the reactants needed to synthesize it. The reactants are: C([O:5][C:6](=[O:37])[CH2:7][N:8]1[CH:12]=[C:11]([NH:13][C:14]2[N:36]=[C:17]3[C:18]([C:22]4[CH2:23][CH2:24][N:25]([C:28](=[O:35])[CH2:29][CH2:30][C:31]([F:34])([F:33])[F:32])[CH2:26][CH:27]=4)=[CH:19][CH:20]=[CH:21][N:16]3[N:15]=2)[CH:10]=[N:9]1)(C)(C)C. (3) Given the product [Na:1].[CH:11]([CH2:4][C:3](=[CH2:5])[C:2]([OH:7])=[O:6])=[CH:12][C:13]1[CH:18]=[CH:17][CH:16]=[CH:15][CH:14]=1.[C:19]([OH:24])(=[O:23])[C:20]([CH3:22])=[CH2:21].[CH2:9]1[O:10][CH2:8]1, predict the reactants needed to synthesize it. The reactants are: [Na:1].[C:2]([OH:7])(=[O:6])[C:3]([CH3:5])=[CH2:4].[CH2:8]1[O:10][CH2:9]1.[CH2:11]=[CH:12][C:13]1[CH:18]=[CH:17][CH:16]=[CH:15][CH:14]=1.[C:19]([OH:24])(=[O:23])[C:20]([CH3:22])=[CH2:21].S(OOS([O-])(=O)=O)([O-])(=O)=O.[NH4+].[NH4+]. (4) Given the product [C:1]([O:4][C@@H:5]([CH3:9])[C:6]([NH:25][C:26]1[CH:31]=[C:30]([O:32][C:33]2[CH:34]=[C:35]([F:56])[C:36]([NH:40][C:41]([C:43]3([C:46](=[O:47])[NH:48][C:49]4[CH:50]=[CH:51][C:52]([F:55])=[CH:53][CH:54]=4)[CH2:45][CH2:44]3)=[O:42])=[CH:37][C:38]=2[F:39])[CH:29]=[CH:28][N:27]=1)=[O:8])(=[O:3])[CH3:2], predict the reactants needed to synthesize it. The reactants are: [C:1]([O:4][C@@H:5]([CH3:9])[C:6]([OH:8])=O)(=[O:3])[CH3:2].CN1CCOCC1.ClC(OCC(C)C)=O.[NH2:25][C:26]1[CH:31]=[C:30]([O:32][C:33]2[C:38]([F:39])=[CH:37][C:36]([NH:40][C:41]([C:43]3([C:46]([NH:48][C:49]4[CH:54]=[CH:53][C:52]([F:55])=[CH:51][CH:50]=4)=[O:47])[CH2:45][CH2:44]3)=[O:42])=[C:35]([F:56])[CH:34]=2)[CH:29]=[CH:28][N:27]=1. (5) Given the product [C:10]1([C:2]2[O:6][C:5]([C:7]([OH:9])=[O:8])=[CH:4][CH:3]=2)[CH:15]=[CH:14][CH:13]=[CH:12][CH:11]=1, predict the reactants needed to synthesize it. The reactants are: Br[C:2]1[O:6][C:5]([C:7]([OH:9])=[O:8])=[CH:4][CH:3]=1.[C:10]1(B(O)O)[CH:15]=[CH:14][CH:13]=[CH:12][CH:11]=1.[O-]P([O-])([O-])=O.[K+].[K+].[K+]. (6) Given the product [C:1]1([CH:7]([C:38]2[CH:43]=[CH:42][CH:41]=[CH:40][CH:39]=2)[N:8]2[CH:13]=[CH:12][CH:11]=[C:10]([C:14]([NH:16][C@@H:17]([CH2:25][CH2:26][CH2:27][NH:28][C:29]([NH:30][C:31]([O:33][CH2:34][CH3:35])=[O:32])=[NH:46])[C:18]([O:20][C:21]([CH3:24])([CH3:23])[CH3:22])=[O:19])=[O:15])[C:9]2=[O:37])[CH:6]=[CH:5][CH:4]=[CH:3][CH:2]=1, predict the reactants needed to synthesize it. The reactants are: [C:1]1([CH:7]([C:38]2[CH:43]=[CH:42][CH:41]=[CH:40][CH:39]=2)[N:8]2[CH:13]=[CH:12][CH:11]=[C:10]([C:14]([NH:16][C@@H:17]([CH2:25][CH2:26][CH2:27][NH:28][C:29](=S)[NH:30][C:31]([O:33][CH2:34][CH3:35])=[O:32])[C:18]([O:20][C:21]([CH3:24])([CH3:23])[CH3:22])=[O:19])=[O:15])[C:9]2=[O:37])[CH:6]=[CH:5][CH:4]=[CH:3][CH:2]=1.CC[N:46]=C=NCCCN(C)C.CCN(C(C)C)C(C)C.